Dataset: CYP2D6 inhibition data for predicting drug metabolism from PubChem BioAssay. Task: Regression/Classification. Given a drug SMILES string, predict its absorption, distribution, metabolism, or excretion properties. Task type varies by dataset: regression for continuous measurements (e.g., permeability, clearance, half-life) or binary classification for categorical outcomes (e.g., BBB penetration, CYP inhibition). Dataset: cyp2d6_veith. (1) The molecule is Cc1cc2ccccn2c1C(=O)c1ccc(Cl)cc1. The result is 1 (inhibitor). (2) The drug is CNCCc1ccccn1.CS(=O)(=O)O. The result is 0 (non-inhibitor). (3) The molecule is CCCNC(=O)OC[C@H]1O[C@@H](CCO/N=C\[C@@H](NS(=O)(=O)c2ccc(C)cc2)[C@H](C)/C=C\CC(=O)OC)C=C[C@@H]1Oc1ccc(OC)cc1. The result is 0 (non-inhibitor). (4) The molecule is CC(=O)n1cc(/C=N/NC(=O)c2sc(C)nc2C)c2ccccc21. The result is 1 (inhibitor).